Dataset: Full USPTO retrosynthesis dataset with 1.9M reactions from patents (1976-2016). Task: Predict the reactants needed to synthesize the given product. (1) Given the product [S:1]1[CH:5]=[C:4]([C:6]2[CH:16]=[CH:15][C:9]([O:10][CH2:11][C@H:12]([OH:13])[CH2:14][NH:27][CH2:26][C:25]3[CH:28]=[CH:29][C:22]([F:21])=[CH:23][CH:24]=3)=[CH:8][CH:7]=2)[C:3]2[CH:17]=[CH:18][CH:19]=[CH:20][C:2]1=2, predict the reactants needed to synthesize it. The reactants are: [S:1]1[CH:5]=[C:4]([C:6]2[CH:16]=[CH:15][C:9]([O:10][CH2:11][CH:12]3[CH2:14][O:13]3)=[CH:8][CH:7]=2)[C:3]2[CH:17]=[CH:18][CH:19]=[CH:20][C:2]1=2.[F:21][C:22]1[CH:29]=[CH:28][C:25]([CH2:26][NH2:27])=[CH:24][CH:23]=1.C(O)C.CO. (2) Given the product [F:12][C:11]([F:14])([F:13])[C:58]([OH:67])=[O:31].[F:1][C:2]1[CH:10]=[CH:9][C:5]([C:6]([NH:49][C@H:50]2[CH2:55][CH2:54][C@H:53]([CH2:56][N:57]3[C:61]4[CH:62]=[CH:63][CH:64]=[CH:65][C:60]=4[N:59]([CH3:66])[C:58]3=[O:67])[CH2:52][CH2:51]2)=[O:8])=[CH:4][C:3]=1[C:11]([F:14])([F:13])[F:12], predict the reactants needed to synthesize it. The reactants are: [F:1][C:2]1[CH:10]=[CH:9][C:5]([C:6]([OH:8])=O)=[CH:4][C:3]=1[C:11]([F:14])([F:13])[F:12].CCN(C(C)C)C(C)C.CN(C([O:31]N1N=NC2C=CC=NC1=2)=[N+](C)C)C.F[P-](F)(F)(F)(F)F.Cl.[NH2:49][CH:50]1[CH2:55][CH2:54][CH:53]([CH2:56][N:57]2[C:61]3[CH:62]=[CH:63][CH:64]=[CH:65][C:60]=3[N:59]([CH3:66])[C:58]2=[O:67])[CH2:52][CH2:51]1. (3) Given the product [NH2:13][C:11]1[S:12][C:8]2[CH:7]=[C:6]([SH:15])[C:5]([C:1]([CH3:4])([CH3:3])[CH3:2])=[CH:14][C:9]=2[N:10]=1, predict the reactants needed to synthesize it. The reactants are: [C:1]([C:5]1[C:6]([S:15]C#N)=[CH:7][C:8]2[S:12][C:11]([NH2:13])=[N:10][C:9]=2[CH:14]=1)([CH3:4])([CH3:3])[CH3:2].SC[C@H]([C@@H](CS)O)O.P([O-])([O-])([O-])=O.